Dataset: Full USPTO retrosynthesis dataset with 1.9M reactions from patents (1976-2016). Task: Predict the reactants needed to synthesize the given product. (1) The reactants are: NN.[Cl:3][C:4]1[C:5]2[S:12][C:11]([C:13]3[CH:18]=[CH:17][CH:16]=[CH:15][C:14]=3[O:19][CH2:20][CH3:21])=[C:10]([C:22]#[N:23])[C:6]=2[N:7]=[CH:8][N:9]=1.[OH2:24].NN. Given the product [Cl:3][C:4]1[C:5]2[S:12][C:11]([C:13]3[CH:18]=[CH:17][CH:16]=[CH:15][C:14]=3[O:19][CH2:20][CH3:21])=[C:10]([CH:22]=[N:23][OH:24])[C:6]=2[N:7]=[CH:8][N:9]=1, predict the reactants needed to synthesize it. (2) Given the product [Br:1][C:2]1[CH:3]=[CH:4][C:5]([S:8][CH:9]([CH2:13][CH2:12][OH:15])[C:10]([O:11][CH3:22])=[O:14])=[CH:6][CH:7]=1, predict the reactants needed to synthesize it. The reactants are: [Br:1][C:2]1[CH:7]=[CH:6][C:5]([S:8][CH:9]2[CH2:13][CH2:12][O:11][C:10]2=[O:14])=[CH:4][CH:3]=1.[OH-:15].[Na+].C(=O)(O)[O-].[Na+].[CH3:22]I. (3) Given the product [C:1]([O:5][C:6](=[O:26])[NH:7][C:8]1[C:17]2[C:12](=[CH:13][CH:14]=[CH:15][CH:16]=2)[C:11]([O:18][C:19]2[CH:24]=[CH:23][N:22]=[C:21]([NH:32][C:31]3[CH:33]=[CH:34][CH:35]=[C:29]([O:28][CH3:27])[CH:30]=3)[CH:20]=2)=[CH:10][CH:9]=1)([CH3:4])([CH3:3])[CH3:2], predict the reactants needed to synthesize it. The reactants are: [C:1]([O:5][C:6](=[O:26])[NH:7][C:8]1[C:17]2[C:12](=[CH:13][CH:14]=[CH:15][CH:16]=2)[C:11]([O:18][C:19]2[CH:24]=[CH:23][N:22]=[C:21](Cl)[CH:20]=2)=[CH:10][CH:9]=1)([CH3:4])([CH3:3])[CH3:2].[CH3:27][O:28][C:29]1[CH:30]=[C:31]([CH:33]=[CH:34][CH:35]=1)[NH2:32].CC1(C)C2C(=C(P(C3C=CC=CC=3)C3C=CC=CC=3)C=CC=2)OC2C(P(C3C=CC=CC=3)C3C=CC=CC=3)=CC=CC1=2.C([O-])([O-])=O.[Cs+].[Cs+]. (4) Given the product [CH2:54]([C:33]1([C:31]([OH:32])=[O:30])[N:37]2[C:38](=[O:53])[C:39]([NH:42][C:43]([O:45][CH2:46][C:47]3[CH:52]=[CH:51][CH:50]=[CH:49][CH:48]=3)=[O:44])=[CH:40][N:41]=[C:36]2[CH2:35][CH2:34]1)[CH:55]=[CH2:56], predict the reactants needed to synthesize it. The reactants are: C(OC(NC1C(=O)N2C(C)(C(O)=O)CCC2=NC=1)=O)C1C=CC=CC=1.C([O:30][C:31]([C:33]1([CH2:54][CH:55]=[CH2:56])[N:37]2[C:38](=[O:53])[C:39]([NH:42][C:43]([O:45][CH2:46][C:47]3[CH:52]=[CH:51][CH:50]=[CH:49][CH:48]=3)=[O:44])=[CH:40][N:41]=[C:36]2[CH2:35][CH2:34]1)=[O:32])(C)(C)C. (5) Given the product [CH2:1]([O:8][C:9]1[CH:14]=[C:13]([O:15][CH2:16][C:17]2[CH:18]=[CH:19][CH:20]=[CH:21][CH:22]=2)[C:12]([CH:23]([CH3:25])[CH3:24])=[CH:11][C:10]=1[C:26]1[O:30][N:29]=[C:28]([C:31]([NH:33][CH2:34][CH3:35])=[O:32])[C:27]=1[C:36]1[CH:40]=[CH:39][N:38]([CH2:42][CH3:43])[N:37]=1)[C:2]1[CH:7]=[CH:6][CH:5]=[CH:4][CH:3]=1, predict the reactants needed to synthesize it. The reactants are: [CH2:1]([O:8][C:9]1[CH:14]=[C:13]([O:15][CH2:16][C:17]2[CH:22]=[CH:21][CH:20]=[CH:19][CH:18]=2)[C:12]([CH:23]([CH3:25])[CH3:24])=[CH:11][C:10]=1[C:26]1[O:30][N:29]=[C:28]([C:31]([NH:33][CH2:34][CH3:35])=[O:32])[C:27]=1[C:36]1[CH:40]=[CH:39][NH:38][N:37]=1)[C:2]1[CH:7]=[CH:6][CH:5]=[CH:4][CH:3]=1.I[CH2:42][CH3:43].